This data is from Reaction yield outcomes from USPTO patents with 853,638 reactions. The task is: Predict the reaction yield, written as a fraction of the theoretical maximum amount of product (1.0 means a 100% yield; for example, 0.34 means a 34% yield). (1) The reactants are [Br:1][C:2]1[CH:7]=[CH:6][C:5]([S:8](Cl)(=[O:10])=[O:9])=[CH:4][CH:3]=1.[CH:12]([NH2:15])([CH3:14])[CH3:13]. The product is [Br:1][C:2]1[CH:7]=[CH:6][C:5]([S:8]([NH:15][CH:12]([CH3:14])[CH3:13])(=[O:10])=[O:9])=[CH:4][CH:3]=1. The yield is 0.280. The catalyst is ClCCl. (2) The reactants are [CH3:1][C:2]1([CH3:9])[CH2:7][CH2:6][C:5](=[O:8])[CH2:4][CH2:3]1.[C:10](OCC)(=[O:16])[C:11]([O:13][CH2:14][CH3:15])=[O:12]. No catalyst specified. The product is [CH3:1][C:2]1([CH3:9])[CH2:7][CH:6]([C:10](=[O:16])[C:11]([O:13][CH2:14][CH3:15])=[O:12])[C:5](=[O:8])[CH2:4][CH2:3]1. The yield is 0.200. (3) The reactants are [Cl:1][C:2]1[CH:3]=[C:4]2[C:8](=[CH:9][CH:10]=1)[N:7]([CH2:11][C:12]([O:14]C)=[O:13])[C:6]([CH3:16])=[C:5]2[CH2:17][C:18]1[CH:23]=[CH:22][C:21](=[O:24])[N:20]([CH2:25][C:26]2[CH:31]=[CH:30][C:29]([F:32])=[CH:28][C:27]=2[F:33])[CH:19]=1.O.[OH-].[Li+]. No catalyst specified. The product is [Cl:1][C:2]1[CH:3]=[C:4]2[C:8](=[CH:9][CH:10]=1)[N:7]([CH2:11][C:12]([OH:14])=[O:13])[C:6]([CH3:16])=[C:5]2[CH2:17][C:18]1[CH:23]=[CH:22][C:21](=[O:24])[N:20]([CH2:25][C:26]2[CH:31]=[CH:30][C:29]([F:32])=[CH:28][C:27]=2[F:33])[CH:19]=1. The yield is 0.660. (4) The reactants are [C:1]([O:5][C:6]([N:8]1[CH2:13][CH2:12][CH:11]([NH:14][C:15]2[C:20]([C:21](OCC)=[O:22])=[CH:19][N:18]=[C:17]3[S:26][C:27]([CH2:29][C:30]([F:33])([F:32])[F:31])=[CH:28][C:16]=23)[CH2:10][CH2:9]1)=[O:7])([CH3:4])([CH3:3])[CH3:2].FC(F)(F)C(O)=O.C(C1C=C2C(=CC=1)NC(C#N)=C2)=O.C(O[BH-](OC(=O)C)OC(=O)C)(=O)C.[Na+]. The product is [F:33][C:30]([F:31])([F:32])[CH2:29][C:27]1[S:26][C:17]2=[N:18][CH:19]=[C:20]([CH2:21][OH:22])[C:15]([NH:14][CH:11]3[CH2:12][CH2:13][N:8]([C:6]([O:5][C:1]([CH3:2])([CH3:3])[CH3:4])=[O:7])[CH2:9][CH2:10]3)=[C:16]2[CH:28]=1. The yield is 0.0250. The catalyst is C(Cl)Cl.CCOC(C)=O. (5) The yield is 0.950. The product is [Cl:15][CH2:14][CH2:13][CH2:12][CH2:11][N:4]1[C:5](=[O:6])[CH2:7][NH:1][C:2]1=[O:3]. The catalyst is CN(C)C=O. The reactants are [NH:1]1[CH2:7][C:5](=[O:6])[NH:4][C:2]1=[O:3].[H-].[Na+].Br[CH2:11][CH2:12][CH2:13][CH2:14][Cl:15].Cl.